Dataset: Full USPTO retrosynthesis dataset with 1.9M reactions from patents (1976-2016). Task: Predict the reactants needed to synthesize the given product. (1) Given the product [F:22][CH:21]([F:23])[CH:9]1[CH2:10][NH:11][CH2:12][CH2:13][NH:8]1, predict the reactants needed to synthesize it. The reactants are: C([N:8]1[CH2:13][CH2:12][N:11](CC2C=CC=CC=2)[CH2:10][CH:9]1[CH:21]([F:23])[F:22])C1C=CC=CC=1.OCC1(OC[C@@H](O)[C@@H](O)[C@H]1O)O. (2) Given the product [F:5][C:6]1[CH:11]=[CH:10][C:9]([NH:12][C:13]([C:15]2[C:24]3[C:19](=[CH:20][C:21]([O:25][C:26]4[CH:31]=[CH:30][N:29]=[C:28]([NH:32][C:1](=[O:3])[CH3:2])[N:27]=4)=[CH:22][CH:23]=3)[CH:18]=[CH:17][CH:16]=2)=[O:14])=[CH:8][C:7]=1[C:33]([F:34])([F:36])[F:35], predict the reactants needed to synthesize it. The reactants are: [C:1](Cl)(=[O:3])[CH3:2].[F:5][C:6]1[CH:11]=[CH:10][C:9]([NH:12][C:13]([C:15]2[C:24]3[C:19](=[CH:20][C:21]([O:25][C:26]4[CH:31]=[CH:30][N:29]=[C:28]([NH2:32])[N:27]=4)=[CH:22][CH:23]=3)[CH:18]=[CH:17][CH:16]=2)=[O:14])=[CH:8][C:7]=1[C:33]([F:36])([F:35])[F:34]. (3) Given the product [CH3:1][C:2]1[S:6]/[C:5](=[N:7]\[C:35]([N:29]2[CH2:34][CH2:33][CH2:32][CH2:31][CH2:30]2)=[O:36])/[N:4]([C:8]2[CH:21]=[CH:20][C:11]3[O:12][C:13]([F:19])([F:18])[C:14]([F:16])([F:17])[O:15][C:10]=3[CH:9]=2)[CH:3]=1, predict the reactants needed to synthesize it. The reactants are: [CH3:1][C:2]1[S:6][C:5](=[NH:7])[N:4]([C:8]2[CH:21]=[CH:20][C:11]3[O:12][C:13]([F:19])([F:18])[C:14]([F:17])([F:16])[O:15][C:10]=3[CH:9]=2)[CH:3]=1.C(N(CC)CC)C.[N:29]1([C:35](Cl)=[O:36])[CH2:34][CH2:33][CH2:32][CH2:31][CH2:30]1. (4) Given the product [CH3:35][S:36]([OH:39])(=[O:38])=[O:37].[F:1][C:2]1[CH:7]=[C:6]([F:8])[CH:5]=[CH:4][C:3]=1[C:9]1[NH:13][C:12]([C:14]2([CH3:18])[CH2:17][O:16][CH2:15]2)=[N:11][C:10]=1[C:19]1[N:24]=[C:23]2[O:25][C:26]([NH:28][C@@H:29]([CH3:34])[CH2:30][CH2:31][O:32][CH3:33])=[N:27][C:22]2=[CH:21][CH:20]=1, predict the reactants needed to synthesize it. The reactants are: [F:1][C:2]1[CH:7]=[C:6]([F:8])[CH:5]=[CH:4][C:3]=1[C:9]1[NH:13][C:12]([C:14]2([CH3:18])[CH2:17][O:16][CH2:15]2)=[N:11][C:10]=1[C:19]1[N:24]=[C:23]2[O:25][C:26]([NH:28][C@@H:29]([CH3:34])[CH2:30][CH2:31][O:32][CH3:33])=[N:27][C:22]2=[CH:21][CH:20]=1.[CH3:35][S:36]([OH:39])(=[O:38])=[O:37]. (5) Given the product [C:31]([S:33][CH:24]1[CH2:25][N:22]([C:19]2[S:20][CH:21]=[C:17]([C:15](=[O:16])[NH:14][C@H:10]([CH2:9][O:8][Si:1]([C:4]([CH3:6])([CH3:7])[CH3:5])([CH3:2])[CH3:3])[CH:11]([CH3:13])[CH3:12])[N:18]=2)[CH2:23]1)(=[O:34])[CH3:32], predict the reactants needed to synthesize it. The reactants are: [Si:1]([O:8][CH2:9][C@@H:10]([NH:14][C:15]([C:17]1[N:18]=[C:19]([N:22]2[CH2:25][CH:24](OS(C)(=O)=O)[CH2:23]2)[S:20][CH:21]=1)=[O:16])[CH:11]([CH3:13])[CH3:12])([C:4]([CH3:7])([CH3:6])[CH3:5])([CH3:3])[CH3:2].[C:31]([O-:34])(=[S:33])[CH3:32].[K+]. (6) Given the product [C:23]([O:1][CH2:2][CH2:3][C:4]1[CH:11]=[CH:10][C:7]([CH:8]=[O:9])=[CH:6][CH:5]=1)(=[O:30])[C:24]1[CH:29]=[CH:28][CH:27]=[CH:26][CH:25]=1, predict the reactants needed to synthesize it. The reactants are: [OH:1][CH2:2][CH2:3][C:4]1[CH:11]=[CH:10][C:7]([CH:8]=[O:9])=[CH:6][CH:5]=1.C(Cl)(Cl)Cl.C(N(CC)CC)C.[C:23](Cl)(=[O:30])[C:24]1[CH:29]=[CH:28][CH:27]=[CH:26][CH:25]=1. (7) Given the product [NH2:43][C@H:41]([C:15]([OH:18])=[O:16])[CH2:38][CH2:9][CH2:8][CH2:7][NH2:6], predict the reactants needed to synthesize it. The reactants are: C1[N:6]([CH2:7][CH2:8][CH2:9]S(O)(=O)=O)CCOC1.N.[C:15]([O-:18])([O-])=[O:16].[Ca+2].C[C@]1(O)[C@@H]2C(=C(O)[C@]3(O)C(=O)[C:38]([C:41]([NH2:43])=O)=C(O)[C@@H](N(C)C)[C@@H]3C2)C(=O)C2C(O)=CC=CC1=2.